Dataset: Catalyst prediction with 721,799 reactions and 888 catalyst types from USPTO. Task: Predict which catalyst facilitates the given reaction. (1) Reactant: [C:1](C1C=CC(C(O)=O)=CC=1)(=O)C1C=CC=CC=1.C(NCC)C.[F:23][C:24]1[CH:25]=[C:26]([NH:30][C:31](=[O:46])[C:32]2[CH:37]=[CH:36][CH:35]=[C:34]([C:38](=[O:45])[C:39]3[CH:44]=[CH:43][CH:42]=[CH:41][CH:40]=3)[CH:33]=2)[CH:27]=[CH:28][CH:29]=1.[H-].[Na+].CI. Product: [F:23][C:24]1[CH:25]=[C:26]([N:30]([CH3:1])[C:31](=[O:46])[C:32]2[CH:37]=[CH:36][CH:35]=[C:34]([C:38](=[O:45])[C:39]3[CH:40]=[CH:41][CH:42]=[CH:43][CH:44]=3)[CH:33]=2)[CH:27]=[CH:28][CH:29]=1. The catalyst class is: 1. (2) Reactant: [Br:1][C:2]1[CH:10]=[C:9]2[C:5]([CH2:6][C:7]3([CH2:30][CH2:29][CH:28]([O:31][CH3:32])[CH2:27][CH2:26]3)[C:8]2([NH:16][S:17]([CH2:20][CH2:21][Si:22]([CH3:25])([CH3:24])[CH3:23])(=[O:19])=[O:18])[C:11]([O:13][CH2:14][CH3:15])=C)=[CH:4][CH:3]=1.[OH2:33]. Product: [Br:1][C:2]1[CH:10]=[C:9]2[C:5]([CH2:6][C:7]3([CH2:30][CH2:29][CH:28]([O:31][CH3:32])[CH2:27][CH2:26]3)[C:8]2([NH:16][S:17]([CH2:20][CH2:21][Si:22]([CH3:25])([CH3:24])[CH3:23])(=[O:18])=[O:19])[C:11]([O:13][CH2:14][CH3:15])=[O:33])=[CH:4][CH:3]=1. The catalyst class is: 25. (3) Reactant: [CH3:1][C:2]1[C:6]([C:7]2[CH:16]=[CH:15][C:10]([C:11]([O:13]C)=[O:12])=[CH:9][C:8]=2[CH3:17])=[C:5]([CH3:18])[O:4][N:3]=1.[OH-].[Na+]. Product: [CH3:1][C:2]1[C:6]([C:7]2[CH:16]=[CH:15][C:10]([C:11]([OH:13])=[O:12])=[CH:9][C:8]=2[CH3:17])=[C:5]([CH3:18])[O:4][N:3]=1. The catalyst class is: 88. (4) Reactant: Cl([O-])=O.[Na+].[CH2:5]([O:12][C:13]1[CH:20]=[CH:19][C:16]([CH:17]=[O:18])=[C:15]([CH:21]([CH3:23])[CH3:22])[CH:14]=1)[C:6]1[CH:11]=[CH:10][CH:9]=[CH:8][CH:7]=1.P([O-])(O)(O)=[O:25].[K+].CC(=CC)C. Product: [CH2:5]([O:12][C:13]1[CH:20]=[CH:19][C:16]([C:17]([OH:25])=[O:18])=[C:15]([CH:21]([CH3:23])[CH3:22])[CH:14]=1)[C:6]1[CH:7]=[CH:8][CH:9]=[CH:10][CH:11]=1. The catalyst class is: 371. (5) Reactant: [CH2:1]([CH:3]([CH2:7][C:8]1[CH:13]=[CH:12][C:11]([O:14][CH3:15])=[C:10]([CH2:16][C:17](=[O:29])[NH:18][C:19]2[CH:24]=[CH:23][C:22]([C:25]([F:28])([F:27])[F:26])=[CH:21][CH:20]=2)[CH:9]=1)[C:4](O)=[O:5])[CH3:2].C(N(CC)CC)C.C(Cl)(=O)C(C)(C)C.CC(C)([O-])C.[K+].[CH2:50]([C@H:57]1[CH2:61][O:60][C:59](=[O:62])[NH:58]1)[C:51]1[CH:56]=[CH:55][CH:54]=[CH:53][CH:52]=1. Product: [CH2:1]([CH:3]([CH2:7][C:8]1[CH:13]=[CH:12][C:11]([O:14][CH3:15])=[C:10]([CH2:16][C:17](=[O:29])[NH:18][C:19]2[CH:20]=[CH:21][C:22]([C:25]([F:27])([F:26])[F:28])=[CH:23][CH:24]=2)[CH:9]=1)[C:4]([N:58]1[C@@H:57]([CH2:50][C:51]2[CH:52]=[CH:53][CH:54]=[CH:55][CH:56]=2)[CH2:61][O:60][C:59]1=[O:62])=[O:5])[CH3:2]. The catalyst class is: 7. (6) Reactant: COC1C=CC(C[N:8]2[C:12]3=[N:13][CH:14]=[CH:15][C:16]([O:17][C:18]4[CH:23]=[CH:22][C:21]([NH:24][C:25]([C:27]56[CH2:32][CH:31]5[CH2:30][N:29]([C:33]5[CH:38]=[CH:37][C:36]([F:39])=[CH:35][CH:34]=5)[C:28]6=[O:40])=[O:26])=[CH:20][C:19]=4[F:41])=[C:11]3[C:10]([N:42]3[CH2:47][CH2:46][N:45](C(OC(C)(C)C)=O)[CH2:44][CH2:43]3)=[N:9]2)=CC=1. Product: [F:41][C:19]1[CH:20]=[C:21]([NH:24][C:25]([C:27]23[CH2:32][CH:31]2[CH2:30][N:29]([C:33]2[CH:38]=[CH:37][C:36]([F:39])=[CH:35][CH:34]=2)[C:28]3=[O:40])=[O:26])[CH:22]=[CH:23][C:18]=1[O:17][C:16]1[CH:15]=[CH:14][N:13]=[C:12]2[NH:8][N:9]=[C:10]([N:42]3[CH2:43][CH2:44][NH:45][CH2:46][CH2:47]3)[C:11]=12. The catalyst class is: 67. (7) Reactant: Br[C:2]1[CH:3]=[CH:4][C:5]([C:8]#[N:9])=[N:6][CH:7]=1.[C:10]1([S:16]([O-:18])=[O:17])[CH:15]=[CH:14][CH:13]=[CH:12][CH:11]=1.[Na+]. Product: [C:10]1([S:16]([C:2]2[CH:3]=[CH:4][C:5]([C:8]#[N:9])=[N:6][CH:7]=2)(=[O:18])=[O:17])[CH:15]=[CH:14][CH:13]=[CH:12][CH:11]=1. The catalyst class is: 16.